Predict the reactants needed to synthesize the given product. From a dataset of Full USPTO retrosynthesis dataset with 1.9M reactions from patents (1976-2016). (1) Given the product [CH2:1]([O:3][C:4]([N:6]1[C:15]2[C:10](=[CH:11][C:12]([C:16]([F:19])([F:18])[F:17])=[CH:13][CH:14]=2)[C:9]([CH:55]([C:54]2[CH:57]=[C:58]([C:60]([F:61])([F:62])[F:63])[CH:59]=[C:52]([C:51]([F:50])([F:64])[F:65])[CH:53]=2)[OH:56])=[CH:8][CH:7]1[CH2:21][CH3:22])=[O:5])[CH3:2], predict the reactants needed to synthesize it. The reactants are: [CH2:1]([O:3][C:4]([N:6]1[C:15]2[C:10](=[CH:11][C:12]([C:16]([F:19])([F:18])[F:17])=[CH:13][CH:14]=2)[C:9](I)=[CH:8][CH:7]1[CH2:21][CH3:22])=[O:5])[CH3:2].C(OC(N1C2C(=CC(C(F)(F)F)=CC=2)C(I)=C[C@H]1CC)=O)C.C([Li])CCC.[F:50][C:51]([F:65])([F:64])[C:52]1[CH:53]=[C:54]([CH:57]=[C:58]([C:60]([F:63])([F:62])[F:61])[CH:59]=1)[CH:55]=[O:56].Cl. (2) Given the product [ClH:48].[ClH:48].[F:20][C:17]1[CH:18]=[C:19]2[C:14]([CH:13]=[CH:12][C:11](=[O:21])[N:10]2[CH2:9][CH2:8][N:5]2[CH2:6][CH2:7][CH:2]([NH:1][CH2:31][C:28]3[N:27]=[CH:26][C:25]4[O:24][CH2:23][S:22][C:30]=4[CH:29]=3)[CH2:3][CH2:4]2)=[CH:15][CH:16]=1, predict the reactants needed to synthesize it. The reactants are: [NH2:1][CH:2]1[CH2:7][CH2:6][N:5]([CH2:8][CH2:9][N:10]2[C:19]3[C:14](=[CH:15][CH:16]=[C:17]([F:20])[CH:18]=3)[CH:13]=[CH:12][C:11]2=[O:21])[CH2:4][CH2:3]1.[S:22]1[C:30]2[CH:29]=[C:28]([CH:31]=O)[N:27]=[CH:26][C:25]=2[O:24][CH2:23]1.[BH-](OC(C)=O)(OC(C)=O)OC(C)=O.[Na+].C(Cl)(Cl)[Cl:48]. (3) Given the product [CH3:23][S:24]([NH:27][C:13](=[O:15])[O:12][C:8]([CH3:11])([CH3:10])[CH3:9])(=[O:26])=[O:25], predict the reactants needed to synthesize it. The reactants are: C(N(CC)CC)C.[C:8]([O:12][C:13]([O:15]C(OC(C)(C)C)=O)=O)([CH3:11])([CH3:10])[CH3:9].[CH3:23][S:24]([NH2:27])(=[O:26])=[O:25]. (4) Given the product [CH3:51][O:50][C:43]1[C:42]([CH3:52])=[C:41]2[C:46]([C:47]([O:1][CH2:2][CH2:3][C@@H:4]3[NH:18][C:17](=[O:19])[N:16]([CH3:20])[CH2:15][CH2:14][CH2:13][CH2:12][CH:11]=[CH:10][C@H:9]4[C@@:7]([C:21]([O:23][CH2:24][CH3:25])=[O:22])([CH2:8]4)[NH:6][C:5]3=[O:26])=[CH:48][C:39]([C:37]3[CH:36]=[N:35][N:34]([CH2:27][C:28]4[CH:33]=[CH:32][CH:31]=[CH:30][CH:29]=4)[CH:38]=3)=[N:40]2)=[CH:45][CH:44]=1, predict the reactants needed to synthesize it. The reactants are: [OH:1][CH2:2][CH2:3][C@@H:4]1[NH:18][C:17](=[O:19])[N:16]([CH3:20])[CH2:15][CH2:14][CH2:13][CH2:12][CH:11]=[CH:10][C@H:9]2[C@@:7]([C:21]([O:23][CH2:24][CH3:25])=[O:22])([CH2:8]2)[NH:6][C:5]1=[O:26].[CH2:27]([N:34]1[CH:38]=[C:37]([C:39]2[CH:48]=[C:47](O)[C:46]3[C:41](=[C:42]([CH3:52])[C:43]([O:50][CH3:51])=[CH:44][CH:45]=3)[N:40]=2)[CH:36]=[N:35]1)[C:28]1[CH:33]=[CH:32][CH:31]=[CH:30][CH:29]=1.C(C1N=C(C2C=C(OCC[C@@H]3NC(=O)N(C)CCCCC=C[C@H]4[C@@](C(OCC)=O)(C4)NC3=O)C3C(=C(C)C(OC)=CC=3)N=2)SC=1)(C)C. (5) Given the product [Cl:1][C:2]1[C:3](=[O:13])[C:4]2[C:9](=[CH:8][CH:7]=[CH:6][CH:5]=2)[C:10](=[N:22][S:19]([C:15]2[S:14][CH:18]=[CH:17][CH:16]=2)(=[O:21])=[O:20])[CH:11]=1, predict the reactants needed to synthesize it. The reactants are: [Cl:1][C:2]1[C:3](=[O:13])[C:4]2[C:9]([C:10](=O)[CH:11]=1)=[CH:8][CH:7]=[CH:6][CH:5]=2.[S:14]1[CH:18]=[CH:17][CH:16]=[C:15]1[S:19]([NH2:22])(=[O:21])=[O:20].